Dataset: Caco-2 cell permeability data measuring drug intestinal absorption for ~900 compounds. Task: Regression/Classification. Given a drug SMILES string, predict its absorption, distribution, metabolism, or excretion properties. Task type varies by dataset: regression for continuous measurements (e.g., permeability, clearance, half-life) or binary classification for categorical outcomes (e.g., BBB penetration, CYP inhibition). For this dataset (caco2_wang), we predict Y. (1) The molecule is COc1cc(C)ccc1S(=O)(=O)NC(=O)C(c1ccc2c(c1)OCO2)c1cn(C)c2cc(C(C)=O)ccc12. The Y is -5.85 log Papp (cm/s). (2) The compound is CCOC(=O)[C@H](Cc1ccc(OC(=O)N(C)C)cc1)NC(=O)[C@H]1N(S(=O)(=O)c2cnn(C)c2)CSC1(C)C. The Y is -5.37 log Papp (cm/s). (3) The molecule is C[C@@H]1NC(=O)[C@H](C)N(C)C(=O)[C@@H](C)N(C)C(=O)[C@H](C)NC(=O)[C@@H](C)NC(=O)[C@@H](C)NC1=O. The Y is -5.30 log Papp (cm/s). (4) The molecule is O=C1C[C@@H](c2ccc(O)c(O)c2)Oc2cc(O)cc(O)c21. The Y is -5.28 log Papp (cm/s).